From a dataset of NCI-60 drug combinations with 297,098 pairs across 59 cell lines. Regression. Given two drug SMILES strings and cell line genomic features, predict the synergy score measuring deviation from expected non-interaction effect. (1) Drug 1: C1=C(C(=O)NC(=O)N1)N(CCCl)CCCl. Drug 2: C1=NC2=C(N=C(N=C2N1C3C(C(C(O3)CO)O)O)F)N. Cell line: NCIH23. Synergy scores: CSS=17.4, Synergy_ZIP=-6.19, Synergy_Bliss=-8.09, Synergy_Loewe=-14.0, Synergy_HSA=-8.43. (2) Drug 1: C1C(C(OC1N2C=NC3=C(N=C(N=C32)Cl)N)CO)O. Drug 2: CC(C)NC(=O)C1=CC=C(C=C1)CNNC.Cl. Cell line: HCC-2998. Synergy scores: CSS=45.3, Synergy_ZIP=3.98, Synergy_Bliss=4.24, Synergy_Loewe=-39.8, Synergy_HSA=2.79. (3) Drug 1: CC12CCC(CC1=CCC3C2CCC4(C3CC=C4C5=CN=CC=C5)C)O. Drug 2: CC12CCC3C(C1CCC2=O)CC(=C)C4=CC(=O)C=CC34C. Cell line: RXF 393. Synergy scores: CSS=56.7, Synergy_ZIP=-2.03, Synergy_Bliss=0.204, Synergy_Loewe=1.55, Synergy_HSA=1.69. (4) Drug 1: C1=CC(=CC=C1CCCC(=O)O)N(CCCl)CCCl. Drug 2: CCN(CC)CCNC(=O)C1=C(NC(=C1C)C=C2C3=C(C=CC(=C3)F)NC2=O)C. Cell line: SK-MEL-28. Synergy scores: CSS=4.66, Synergy_ZIP=-3.23, Synergy_Bliss=-0.296, Synergy_Loewe=-5.78, Synergy_HSA=-5.71. (5) Drug 1: CS(=O)(=O)C1=CC(=C(C=C1)C(=O)NC2=CC(=C(C=C2)Cl)C3=CC=CC=N3)Cl. Drug 2: C1CCC(CC1)NC(=O)N(CCCl)N=O. Cell line: EKVX. Synergy scores: CSS=10.4, Synergy_ZIP=-1.88, Synergy_Bliss=-0.151, Synergy_Loewe=-8.51, Synergy_HSA=0.823. (6) Drug 1: C1=NC2=C(N1)C(=S)N=CN2. Drug 2: CN(C(=O)NC(C=O)C(C(C(CO)O)O)O)N=O. Cell line: A549. Synergy scores: CSS=16.9, Synergy_ZIP=-4.01, Synergy_Bliss=2.79, Synergy_Loewe=-18.8, Synergy_HSA=0.342. (7) Drug 1: CNC(=O)C1=CC=CC=C1SC2=CC3=C(C=C2)C(=NN3)C=CC4=CC=CC=N4. Drug 2: CC=C1C(=O)NC(C(=O)OC2CC(=O)NC(C(=O)NC(CSSCCC=C2)C(=O)N1)C(C)C)C(C)C. Cell line: HS 578T. Synergy scores: CSS=36.7, Synergy_ZIP=-5.53, Synergy_Bliss=-11.0, Synergy_Loewe=-48.0, Synergy_HSA=-12.1.